Predict the reaction yield, written as a fraction of the theoretical maximum amount of product (1.0 means a 100% yield; for example, 0.34 means a 34% yield). From a dataset of Reaction yield outcomes from USPTO patents with 853,638 reactions. (1) The reactants are C(P(CCCC)(CCCC)=[CH:6][C:7]([O:9][CH3:10])=[O:8])CCC.[CH2:19]([O:26][C@H:27]1[C@@H:32]([O:33][CH2:34][C:35]2[CH:40]=[CH:39][CH:38]=[CH:37][CH:36]=2)[C@H:31]([O:41][CH2:42][C:43]2[CH:48]=[CH:47][CH:46]=[CH:45][CH:44]=2)[C@@H:30]([CH2:49][O:50][CH2:51][C:52]2[CH:57]=[CH:56][CH:55]=[CH:54][CH:53]=2)[O:29][C:28]1=O)[C:20]1[CH:25]=[CH:24][CH:23]=[CH:22][CH:21]=1. The catalyst is C1(C)C=CC=CC=1. The product is [CH2:19]([O:26][C@H:27]1[C@@H:32]([O:33][CH2:34][C:35]2[CH:40]=[CH:39][CH:38]=[CH:37][CH:36]=2)[C@H:31]([O:41][CH2:42][C:43]2[CH:44]=[CH:45][CH:46]=[CH:47][CH:48]=2)[C@@H:30]([CH2:49][O:50][CH2:51][C:52]2[CH:53]=[CH:54][CH:55]=[CH:56][CH:57]=2)[O:29]/[C:28]/1=[CH:6]/[C:7]([O:9][CH3:10])=[O:8])[C:20]1[CH:21]=[CH:22][CH:23]=[CH:24][CH:25]=1. The yield is 0.910. (2) The catalyst is C([O-])(O)=O.[Na+]. The yield is 0.590. The product is [C:22]([C:3]1([OH:4])[C:5]2[O:9][C@@H:8]3[C@@:7]45[CH2:21][CH2:20][N:18]([CH3:19])[C@@H:15]([C@@H:14]4[CH:13]=[CH:12][C@@H:10]3[OH:11])[CH2:16][C:17]([C:6]5=2)=[CH:1][CH2:2]1)(=[O:24])[CH3:23]. The reactants are [CH:1]1[C:17]2[CH2:16][C@H:15]3[N:18]([CH2:20][CH2:21][C@@:7]45[C@H:14]3[CH:13]=[CH:12][C@H:10]([OH:11])[C@@H:8]4[O:9][C:5]([C:6]=25)=[C:3]([OH:4])[CH:2]=1)[CH3:19].[C:22](OC(=O)C)(=[O:24])[CH3:23]. (3) The reactants are [N+:1]([C:4]1[CH:9]=[CH:8][CH:7]=[CH:6][C:5]=1[B:10]([OH:12])[OH:11])([O-])=O. The catalyst is [Pd].CO. The product is [NH2:1][C:4]1[CH:9]=[CH:8][CH:7]=[CH:6][C:5]=1[B:10]([OH:12])[OH:11]. The yield is 0.440. (4) The reactants are [C:1]([O:5][C:6]([C:8]1[CH:9]=[C:10]([C:14]2[C:19]([CH3:20])=[CH:18][CH:17]=[CH:16][N+:15]=2[O-])[CH:11]=[CH:12][CH:13]=1)=[O:7])([CH3:4])([CH3:3])[CH3:2].[N:22]1C=CC=CC=1.CS(OS(C)(=O)=O)(=O)=O.C(CN)O. The catalyst is C(#N)C.O. The product is [C:1]([O:5][C:6](=[O:7])[C:8]1[CH:13]=[CH:12][CH:11]=[C:10]([C:14]2[C:19]([CH3:20])=[CH:18][CH:17]=[C:16]([NH2:22])[N:15]=2)[CH:9]=1)([CH3:4])([CH3:3])[CH3:2]. The yield is 0.530. (5) The reactants are [C:1]([C:6]1[CH:7]=[N:8][C:9]2[C:14]([C:15]=1[NH:16][C:17]1[CH:18]=[CH:19][C:20]([N:23]3[CH2:28][CH2:27][N:26](C(OC(C)(C)C)=O)[CH2:25][CH2:24]3)=[N:21][CH:22]=1)=[CH:13][C:12]([C:36]1[CH:41]=[C:40]([F:42])[C:39]([OH:43])=[C:38]([Cl:44])[CH:37]=1)=[CH:11][CH:10]=2)(=[O:5])[CH2:2][CH2:3][CH3:4].C(O)(C(F)(F)F)=O. The yield is 0.510. No catalyst specified. The product is [Cl:44][C:38]1[CH:37]=[C:36]([C:12]2[CH:13]=[C:14]3[C:9](=[CH:10][CH:11]=2)[N:8]=[CH:7][C:6]([C:1](=[O:5])[CH2:2][CH2:3][CH3:4])=[C:15]3[NH:16][C:17]2[CH:22]=[N:21][C:20]([N:23]3[CH2:24][CH2:25][NH:26][CH2:27][CH2:28]3)=[CH:19][CH:18]=2)[CH:41]=[C:40]([F:42])[C:39]=1[OH:43]. (6) The reactants are [O:1]=[C:2]1[CH:8](C(OC)=O)[CH2:7][C:6]2[CH:13]=[CH:14][CH:15]=[CH:16][C:5]=2[CH2:4][CH:3]1C(OC)=O.[OH-].[K+]. The catalyst is C(O)C. The product is [O:1]=[C:2]1[CH2:8][CH2:7][C:6]2[CH:13]=[CH:14][CH:15]=[CH:16][C:5]=2[CH2:4][CH2:3]1. The yield is 0.570.